From a dataset of Full USPTO retrosynthesis dataset with 1.9M reactions from patents (1976-2016). Predict the reactants needed to synthesize the given product. (1) Given the product [ClH:1].[CH3:2][O:3][C:4]1[CH:5]=[N:6][CH:7]=[C:8]([C:10]([CH2:12][NH2:13])=[O:11])[CH:9]=1, predict the reactants needed to synthesize it. The reactants are: [ClH:1].[CH3:2][O:3][C:4]1[CH:5]=[N:6][CH:7]=[C:8]([C:10]([CH2:12][NH:13]C(OC(C)(C)C)=O)=[O:11])[CH:9]=1.[OH-].[Na+]. (2) Given the product [CH3:3][C:4]1([CH2:9][CH2:10][CH2:11][CH2:12][C:13]2[O:14][CH:15]=[C:16]([C:18]([Cl:29])=[O:20])[N:17]=2)[O:8][CH2:7][CH2:6][O:5]1, predict the reactants needed to synthesize it. The reactants are: N#N.[CH3:3][C:4]1([CH2:9][CH2:10][CH2:11][CH2:12][C:13]2[O:14][CH:15]=[C:16]([C:18]([OH:20])=O)[N:17]=2)[O:8][CH2:7][CH2:6][O:5]1.CN(C=O)C.C(Cl)(=O)C([Cl:29])=O. (3) Given the product [Cl:19][C:6]1[CH:5]=[N:4][CH:3]=[C:2]([C:20]2[CH:25]=[CH:24][CH:23]=[CH:22][CH:21]=2)[C:7]=1[N:8]1[CH2:18][CH2:17][C:11]2([C:15](=[O:16])[NH:14][CH2:13][CH2:12]2)[CH2:10][CH2:9]1, predict the reactants needed to synthesize it. The reactants are: Cl[C:2]1[CH:3]=[N:4][CH:5]=[C:6]([Cl:19])[C:7]=1[N:8]1[CH2:18][CH2:17][C:11]2([C:15](=[O:16])[NH:14][CH2:13][CH2:12]2)[CH2:10][CH2:9]1.[C:20]1(B(O)O)[CH:25]=[CH:24][CH:23]=[CH:22][CH:21]=1.C(=O)([O-])[O-].[Na+].[Na+]. (4) Given the product [F:15][C:16]1[CH:21]=[CH:20][C:19]([F:22])=[CH:18][C:17]=1[C:23]1[N:34]=[CH:35][O:14][C:13]=1[C:10]1[CH:11]=[CH:12][C:7]2[N:8]([C:4]([CH:1]([CH3:3])[CH3:2])=[N:5][N:6]=2)[N:9]=1, predict the reactants needed to synthesize it. The reactants are: [CH:1]([C:4]1[N:8]2[N:9]=[C:10]([CH:13]=[O:14])[CH:11]=[CH:12][C:7]2=[N:6][N:5]=1)([CH3:3])[CH3:2].[F:15][C:16]1[CH:21]=[CH:20][C:19]([F:22])=[CH:18][C:17]=1[CH:23]([N+:34]#[C-:35])S(C1C=CC(C)=CC=1)(=O)=O.C([O-])([O-])=O.[K+].[K+].CO.